From a dataset of Reaction yield outcomes from USPTO patents with 853,638 reactions. Predict the reaction yield, written as a fraction of the theoretical maximum amount of product (1.0 means a 100% yield; for example, 0.34 means a 34% yield). (1) The reactants are [C:1]1([N:7]2[CH2:12][CH2:11][NH:10][CH2:9][CH2:8]2)[CH:6]=[CH:5][CH:4]=[CH:3][CH:2]=1.[Br:13][C:14]1[O:18][C:17]([C:19](Cl)=[O:20])=[CH:16][CH:15]=1. The catalyst is ClCCl. The product is [Br:13][C:14]1[O:18][C:17]([C:19]([N:10]2[CH2:11][CH2:12][N:7]([C:1]3[CH:6]=[CH:5][CH:4]=[CH:3][CH:2]=3)[CH2:8][CH2:9]2)=[O:20])=[CH:16][CH:15]=1. The yield is 0.770. (2) The reactants are [Cl:1][C:2]1[N:7]=[C:6]([NH2:8])[C:5]([NH2:9])=[CH:4][CH:3]=1.C(=O)([O-])[O-].[K+].[K+].Br[CH2:17][C:18]([O:20][CH2:21][CH3:22])=[O:19]. The catalyst is CN(C=O)C. The yield is 0.505. The product is [NH2:8][C:6]1[C:5]([NH:9][CH2:17][C:18]([O:20][CH2:21][CH3:22])=[O:19])=[CH:4][CH:3]=[C:2]([Cl:1])[N:7]=1. (3) The reactants are B.[O:2]1CCC[CH2:3]1.[CH3:7][O:8][C:9]([C:11]1[CH:15]=[CH:14][O:13][C:12]=1[C:16](OC)=O)=[O:10].O. The catalyst is O1CCCC1. The product is [OH:2][CH2:3][CH2:16][C:12]1[O:13][CH:14]=[CH:15][C:11]=1[C:9]([O:8][CH3:7])=[O:10]. The yield is 0.790. (4) The reactants are [CH2:1]([O:8][C:9]([NH:11][CH2:12][CH2:13][O:14]N)=[O:10])[C:2]1[CH:7]=[CH:6][CH:5]=[CH:4][CH:3]=1.[C:16]([O:20][C:21]([NH:23][C:24](C1C=CNN=1)=[N:25][C:26]([O:28][C:29]([CH3:32])([CH3:31])[CH3:30])=[O:27])=[O:22])([CH3:19])([CH3:18])[CH3:17].C[N:39](C)C=O. No catalyst specified. The product is [C:29]([O:28][C:26]([N:25]([O:14][CH2:13][CH2:12][NH:11][C:9]([O:8][CH2:1][C:2]1[CH:7]=[CH:6][CH:5]=[CH:4][CH:3]=1)=[O:10])[C:24]([NH:23][C:21]([O:20][C:16]([CH3:17])([CH3:18])[CH3:19])=[O:22])=[NH:39])=[O:27])([CH3:30])([CH3:31])[CH3:32]. The yield is 0.930.